From a dataset of Catalyst prediction with 721,799 reactions and 888 catalyst types from USPTO. Predict which catalyst facilitates the given reaction. (1) Reactant: [CH3:1][O:2][CH2:3][CH2:4][O:5][CH2:6][CH2:7][O:8][CH2:9][CH2:10][O:11][C@H:12]1[CH2:16][CH2:15][N:14]([CH2:17][CH:18]([C:21]2[CH:31]=[CH:30][C:24]([NH:25][CH2:26][CH2:27][O:28][CH3:29])=[CH:23][CH:22]=2)[NH:19][CH3:20])[CH2:13]1.[Cl:32][C:33]1[CH:34]=[C:35]([CH2:40][C:41]([OH:43])=O)[CH:36]=[CH:37][C:38]=1[Cl:39].C(N(CC)C(C)C)(C)C.F[B-](F)(F)F.N1(OC(N(C)C)=[N+](C)C)C2C=CC=CC=2N=N1. Product: [Cl:32][C:33]1[CH:34]=[C:35]([CH2:40][C:41]([N:19]([CH:18]([C:21]2[CH:22]=[CH:23][C:24]([NH:25][CH2:26][CH2:27][O:28][CH3:29])=[CH:30][CH:31]=2)[CH2:17][N:14]2[CH2:15][CH2:16][C@H:12]([O:11][CH2:10][CH2:9][O:8][CH2:7][CH2:6][O:5][CH2:4][CH2:3][O:2][CH3:1])[CH2:13]2)[CH3:20])=[O:43])[CH:36]=[CH:37][C:38]=1[Cl:39]. The catalyst class is: 245. (2) Reactant: [Br:1][C:2]1[CH:3]=[C:4]([NH2:10])[C:5]([NH:8][CH3:9])=[CH:6][CH:7]=1.[C:11](Cl)(Cl)=[O:12].C(N(CC)CC)C.Cl. Product: [Br:1][C:2]1[CH:7]=[CH:6][C:5]2[N:8]([CH3:9])[C:11](=[O:12])[NH:10][C:4]=2[CH:3]=1. The catalyst class is: 390.